This data is from Reaction yield outcomes from USPTO patents with 853,638 reactions. The task is: Predict the reaction yield, written as a fraction of the theoretical maximum amount of product (1.0 means a 100% yield; for example, 0.34 means a 34% yield). (1) The reactants are [CH3:1][C:2]1([C:8]([O:10]C)=[O:9])[CH2:7][CH2:6][O:5][CH2:4][CH2:3]1.O.[OH-].[Li+]. The catalyst is O1CCOCC1.O.CO. The product is [CH3:1][C:2]1([C:8]([OH:10])=[O:9])[CH2:7][CH2:6][O:5][CH2:4][CH2:3]1. The yield is 1.00. (2) The reactants are [CH2:1]([O:3][C:4]([C:6]1[C:7]2[C:22](=[O:23])[CH2:21][CH2:20][CH2:19][CH2:18][C:8]=2[N:9]([C:11]([O:13][C:14]([CH3:17])([CH3:16])[CH3:15])=[O:12])[CH:10]=1)=[O:5])[CH3:2].[I-].[Na+].C(N(CC)CC)C.[CH3:33][Si:34](Cl)([CH3:36])[CH3:35]. The catalyst is C(#N)C. The product is [CH2:1]([O:3][C:4]([C:6]1[C:7]2[C:22]([O:23][Si:34]([CH3:36])([CH3:35])[CH3:33])=[CH:21][CH2:20][CH2:19][CH2:18][C:8]=2[N:9]([C:11]([O:13][C:14]([CH3:17])([CH3:15])[CH3:16])=[O:12])[CH:10]=1)=[O:5])[CH3:2]. The yield is 0.950. (3) The reactants are [C:1]([O:5][C:6](=[O:25])[NH:7][C@H:8]([CH:22]([CH3:24])[CH3:23])[C:9]([N:11]([CH2:15][C:16]1[CH:21]=[CH:20][CH:19]=[CH:18][CH:17]=1)[CH2:12][CH2:13]O)=[O:10])([CH3:4])([CH3:3])[CH3:2].CCN(CC)CC.CS([Cl:37])(=O)=O. The catalyst is C(Cl)Cl. The product is [C:1]([O:5][C:6](=[O:25])[NH:7][C@H:8]([CH:22]([CH3:24])[CH3:23])[C:9]([N:11]([CH2:15][C:16]1[CH:21]=[CH:20][CH:19]=[CH:18][CH:17]=1)[CH2:12][CH2:13][Cl:37])=[O:10])([CH3:4])([CH3:3])[CH3:2]. The yield is 1.00. (4) The reactants are Br[C:2]1[CH:3]=[C:4]([NH2:9])[CH:5]=[CH:6][C:7]=1[CH3:8].[C:10]1(B(O)O)[CH:15]=[CH:14][CH:13]=[CH:12][CH:11]=1.C([O-])([O-])=O.[Na+].[Na+].C(O)C. The catalyst is C1C=CC([P]([Pd]([P](C2C=CC=CC=2)(C2C=CC=CC=2)C2C=CC=CC=2)([P](C2C=CC=CC=2)(C2C=CC=CC=2)C2C=CC=CC=2)[P](C2C=CC=CC=2)(C2C=CC=CC=2)C2C=CC=CC=2)(C2C=CC=CC=2)C2C=CC=CC=2)=CC=1.C1(C)C=CC=CC=1. The product is [CH3:8][C:7]1[C:2]([C:10]2[CH:15]=[CH:14][CH:13]=[CH:12][CH:11]=2)=[CH:3][C:4]([NH2:9])=[CH:5][CH:6]=1. The yield is 0.470. (5) The product is [CH2:3]([C:5]1[CH:6]=[CH:7][C:8]([NH:11][C:12](=[O:17])[C:13]([CH3:16])([CH3:15])[CH3:14])=[N+:9]([O-:1])[CH:10]=1)[CH3:4]. The catalyst is C(O)(=O)C. The reactants are [OH:1]O.[CH2:3]([C:5]1[CH:6]=[CH:7][C:8]([NH:11][C:12](=[O:17])[C:13]([CH3:16])([CH3:15])[CH3:14])=[N:9][CH:10]=1)[CH3:4].O. The yield is 0.670. (6) The reactants are [CH3:1][O:2][C:3]1[CH:17]=[C:16]([O:18][CH3:19])[CH:15]=[CH:14][C:4]=1[CH2:5][NH:6][C:7]1[CH:12]=[CH:11][C:10]([F:13])=[CH:9][N:8]=1.[Li+].C[Si]([N-][Si](C)(C)C)(C)C.[C:30]([C:32]1[CH:33]=[C:34]([S:39](Cl)(=[O:41])=[O:40])[CH:35]=[CH:36][C:37]=1[F:38])#[N:31]. The catalyst is C1COCC1. The product is [C:30]([C:32]1[CH:33]=[C:34]([S:39]([N:6]([CH2:5][C:4]2[CH:14]=[CH:15][C:16]([O:18][CH3:19])=[CH:17][C:3]=2[O:2][CH3:1])[C:7]2[CH:12]=[CH:11][C:10]([F:13])=[CH:9][N:8]=2)(=[O:41])=[O:40])[CH:35]=[CH:36][C:37]=1[F:38])#[N:31]. The yield is 0.630.